Dataset: Full USPTO retrosynthesis dataset with 1.9M reactions from patents (1976-2016). Task: Predict the reactants needed to synthesize the given product. Given the product [O:1]1[CH2:2][CH2:3][N:4]([C:5]([O:6][CH3:7])=[O:8])[S:16]1=[O:17], predict the reactants needed to synthesize it. The reactants are: [OH:1][CH2:2][CH2:3][NH:4][C:5](=[O:8])[O:6][CH3:7].C(N(CC)CC)C.[S:16](Cl)(Cl)=[O:17].CO.